This data is from Reaction yield outcomes from USPTO patents with 853,638 reactions. The task is: Predict the reaction yield, written as a fraction of the theoretical maximum amount of product (1.0 means a 100% yield; for example, 0.34 means a 34% yield). (1) The reactants are [CH3:1][O:2][C:3]1[CH:4]=[C:5]([CH:11]([O:26][CH2:27][CH3:28])[CH2:12][N:13]2[CH:17]=[CH:16][N:15](CC3C=CC=CC=3)[C:14]2=[O:25])[CH:6]=[CH:7][C:8]=1[O:9][CH3:10].C1([Li])C=CC=CC=1. The catalyst is C1COCC1. The product is [CH3:1][O:2][C:3]1[CH:4]=[C:5]([CH:11]([O:26][CH2:27][CH3:28])[CH2:12][N:13]2[CH:17]=[CH:16][NH:15][C:14]2=[O:25])[CH:6]=[CH:7][C:8]=1[O:9][CH3:10]. The yield is 0.0300. (2) The reactants are [H-].[Na+].[Br:3][C:4]1[CH:5]=[CH:6][C:7]2[NH:8][C:9]3[C:14]([C:15]=2[CH:16]=1)=[CH:13][C:12]([Br:17])=[CH:11][CH:10]=3.[O:18]1[CH2:20][CH:19]1[CH2:21][CH2:22][NH:23][C:24]1[CH:29]=[CH:28][CH:27]=[CH:26][CH:25]=1. The catalyst is C1COCC1. The product is [Br:17][C:12]1[CH:11]=[CH:10][C:9]2[N:8]([CH2:20][CH:19]([OH:18])[CH2:21][CH2:22][NH:23][C:24]3[CH:29]=[CH:28][CH:27]=[CH:26][CH:25]=3)[C:7]3[C:15]([C:14]=2[CH:13]=1)=[CH:16][C:4]([Br:3])=[CH:5][CH:6]=3. The yield is 0.575. (3) The reactants are [F:1][C:2]1[CH:3]=[CH:4][C:5]([O:8][C@H:9]2[CH2:14][CH2:13][C@H:12]([C:15]([N:17]([CH2:39][CH2:40][CH3:41])[C:18]3[CH:37]=[CH:36][C:21]([CH2:22][N:23]4[CH2:28][CH2:27][N:26](C(OC(C)(C)C)=O)[CH2:25][CH2:24]4)=[C:20]([CH3:38])[CH:19]=3)=[O:16])[CH2:11][CH2:10]2)=[N:6][CH:7]=1.FC(F)(F)C(O)=O.C1(C)C=CC=CC=1. The catalyst is ClCCl. The product is [F:1][C:2]1[CH:3]=[CH:4][C:5]([O:8][C@H:9]2[CH2:10][CH2:11][C@H:12]([C:15]([N:17]([C:18]3[CH:37]=[CH:36][C:21]([CH2:22][N:23]4[CH2:28][CH2:27][NH:26][CH2:25][CH2:24]4)=[C:20]([CH3:38])[CH:19]=3)[CH2:39][CH2:40][CH3:41])=[O:16])[CH2:13][CH2:14]2)=[N:6][CH:7]=1. The yield is 0.700. (4) The reactants are Br[C:2]1[CH:23]=[CH:22][C:5]([C:6]([NH:8][S:9]([C:12]2[CH:17]=[CH:16][CH:15]=[CH:14][C:13]=2[S:18](=[O:21])(=[O:20])[NH2:19])(=[O:11])=[O:10])=[O:7])=[CH:4][C:3]=1[O:24][CH:25]([CH3:27])[CH3:26].[C:28]([C:30]1[CH:35]=[CH:34][C:33]([C:36]([F:39])([F:38])[F:37])=[CH:32][CH:31]=1)#[CH:29]. No catalyst specified. The product is [CH:25]([O:24][C:3]1[CH:4]=[C:5]([CH:22]=[CH:23][C:2]=1[C:29]#[C:28][C:30]1[CH:35]=[CH:34][C:33]([C:36]([F:37])([F:38])[F:39])=[CH:32][CH:31]=1)[C:6]([NH:8][S:9]([C:12]1[CH:17]=[CH:16][CH:15]=[CH:14][C:13]=1[S:18](=[O:21])(=[O:20])[NH2:19])(=[O:11])=[O:10])=[O:7])([CH3:27])[CH3:26]. The yield is 0.130.